Dataset: NCI-60 drug combinations with 297,098 pairs across 59 cell lines. Task: Regression. Given two drug SMILES strings and cell line genomic features, predict the synergy score measuring deviation from expected non-interaction effect. (1) Drug 1: COCCOC1=C(C=C2C(=C1)C(=NC=N2)NC3=CC=CC(=C3)C#C)OCCOC.Cl. Drug 2: CC1C(C(CC(O1)OC2CC(CC3=C2C(=C4C(=C3O)C(=O)C5=CC=CC=C5C4=O)O)(C(=O)C)O)N)O. Cell line: DU-145. Synergy scores: CSS=51.4, Synergy_ZIP=-1.64, Synergy_Bliss=-2.15, Synergy_Loewe=-3.22, Synergy_HSA=2.41. (2) Drug 1: CC1=C2C(C(=O)C3(C(CC4C(C3C(C(C2(C)C)(CC1OC(=O)C(C(C5=CC=CC=C5)NC(=O)OC(C)(C)C)O)O)OC(=O)C6=CC=CC=C6)(CO4)OC(=O)C)O)C)O. Drug 2: C1C(C(OC1N2C=NC3=C2NC=NCC3O)CO)O. Cell line: HCT-15. Synergy scores: CSS=0.832, Synergy_ZIP=-2.46, Synergy_Bliss=-4.45, Synergy_Loewe=2.05, Synergy_HSA=-3.84.